This data is from Full USPTO retrosynthesis dataset with 1.9M reactions from patents (1976-2016). The task is: Predict the reactants needed to synthesize the given product. (1) Given the product [CH3:1][C:2]1[C:3]2[N:4]([N:9]=[C:10]([C:12]3[C:13](=[O:28])[O:14][C:15]4[C:20]([CH:21]=3)=[CH:19][CH:18]=[C:17]([CH:22]3[CH2:23][CH2:24][N:25]([CH2:29][CH3:30])[CH2:26][CH2:27]3)[CH:16]=4)[CH:11]=2)[CH:5]=[C:6]([CH3:8])[N:7]=1, predict the reactants needed to synthesize it. The reactants are: [CH3:1][C:2]1[C:3]2[N:4]([N:9]=[C:10]([C:12]3[C:13](=[O:28])[O:14][C:15]4[C:20]([CH:21]=3)=[CH:19][CH:18]=[C:17]([CH:22]3[CH2:27][CH2:26][NH:25][CH2:24][CH2:23]3)[CH:16]=4)[CH:11]=2)[CH:5]=[C:6]([CH3:8])[N:7]=1.[CH:29](=O)[CH3:30].[BH-](OC(C)=O)(OC(C)=O)OC(C)=O.[Na+]. (2) Given the product [NH:39]1[CH:38]=[C:37]([C:2]2[CH:3]=[CH:4][C:5]3[C:11]4[S:12][C:13]([C:15]5[N:19]([C:20]6[CH:25]=[CH:24][CH:23]=[CH:22][C:21]=6[Cl:26])[C:18](=[O:27])[NH:17][N:16]=5)=[CH:14][C:10]=4[CH2:9][CH2:8][O:7][C:6]=3[CH:28]=2)[CH:41]=[N:40]1, predict the reactants needed to synthesize it. The reactants are: Br[C:2]1[CH:3]=[CH:4][C:5]2[C:11]3[S:12][C:13]([C:15]4[N:19]([C:20]5[CH:25]=[CH:24][CH:23]=[CH:22][C:21]=5[Cl:26])[C:18](=[O:27])[NH:17][N:16]=4)=[CH:14][C:10]=3[CH2:9][CH2:8][O:7][C:6]=2[CH:28]=1.CC1(C)C(C)(C)OB([C:37]2[CH:38]=[N:39][NH:40][CH:41]=2)O1. (3) Given the product [CH:16]1([N:14]2[CH2:13][CH2:12][C:11]3([CH2:20][CH2:21][N:8]([C:5]4[N:6]=[CH:7][C:2]([C:25]5[CH:26]=[CH:27][N:22]=[CH:23][CH:24]=5)=[CH:3][CH:4]=4)[CH2:9][CH2:10]3)[CH2:15]2)[CH2:19][CH2:18][CH2:17]1, predict the reactants needed to synthesize it. The reactants are: Br[C:2]1[CH:3]=[CH:4][C:5]([N:8]2[CH2:21][CH2:20][C:11]3([CH2:15][N:14]([CH:16]4[CH2:19][CH2:18][CH2:17]4)[CH2:13][CH2:12]3)[CH2:10][CH2:9]2)=[N:6][CH:7]=1.[N:22]1[CH:27]=[CH:26][C:25](B(O)O)=[CH:24][CH:23]=1.C([O-])([O-])=O.[K+].[K+].